Dataset: Catalyst prediction with 721,799 reactions and 888 catalyst types from USPTO. Task: Predict which catalyst facilitates the given reaction. (1) Reactant: [O:1]=[C:2]1[N:8]([CH:9]2[CH2:14][CH2:13][N:12]([C:15]([O:17][C@@H:18]([C:28]([OH:30])=O)[CH2:19][C:20]3[CH:25]=[CH:24][C:23]([CH3:26])=[C:22]([Cl:27])[CH:21]=3)=[O:16])[CH2:11][CH2:10]2)[CH2:7][CH2:6][C:5]2[CH:31]=[CH:32][CH:33]=[CH:34][C:4]=2[NH:3]1.CN(C(ON1N=NC2C=CC=CC1=2)=[N+](C)C)C.[B-](F)(F)(F)F.C(N(CC)CC)C.[CH3:64][N:65]1[CH2:70][CH2:69][N:68]([CH:71]2[CH2:76][CH2:75][NH:74][CH2:73][CH2:72]2)[CH2:67][CH2:66]1.C([O-])(O)=O.[Na+]. Product: [O:1]=[C:2]1[N:8]([CH:9]2[CH2:14][CH2:13][N:12]([C:15]([O:17][C@H:18]([CH2:19][C:20]3[CH:25]=[CH:24][C:23]([CH3:26])=[C:22]([Cl:27])[CH:21]=3)[C:28]([N:74]3[CH2:73][CH2:72][CH:71]([N:68]4[CH2:67][CH2:66][N:65]([CH3:64])[CH2:70][CH2:69]4)[CH2:76][CH2:75]3)=[O:30])=[O:16])[CH2:11][CH2:10]2)[CH2:7][CH2:6][C:5]2[CH:31]=[CH:32][CH:33]=[CH:34][C:4]=2[NH:3]1. The catalyst class is: 1. (2) Reactant: [CH2:1]([N:3]1[CH2:8][CH2:7][N:6]([CH2:9][C:10]2[CH:19]=[CH:18][C:13]([C:14]([O:16]C)=[O:15])=[CH:12][C:11]=2[C:20]([F:23])([F:22])[F:21])[CH2:5][CH2:4]1)[CH3:2].[OH-].[Na+]. The catalyst class is: 5. Product: [CH2:1]([N:3]1[CH2:8][CH2:7][N:6]([CH2:9][C:10]2[CH:19]=[CH:18][C:13]([C:14]([OH:16])=[O:15])=[CH:12][C:11]=2[C:20]([F:23])([F:21])[F:22])[CH2:5][CH2:4]1)[CH3:2]. (3) Reactant: COCC([O:6][CH2:7][CH:8]1[CH2:13][CH2:12][N:11]([C:14](=O)[CH2:15][O:16][CH3:17])[CH2:10][CH2:9]1)=O.[H-].[H-].[H-].[H-].[Li+].[Al+3]. Product: [CH3:17][O:16][CH2:15][CH2:14][N:11]1[CH2:12][CH2:13][CH:8]([CH2:7][OH:6])[CH2:9][CH2:10]1. The catalyst class is: 1.